Dataset: Reaction yield outcomes from USPTO patents with 853,638 reactions. Task: Predict the reaction yield, written as a fraction of the theoretical maximum amount of product (1.0 means a 100% yield; for example, 0.34 means a 34% yield). (1) The reactants are [CH:1]1([CH:7]([C:9]2[C:10]([CH3:19])=[N:11][N:12]([C:14]([CH3:18])([CH3:17])[CH2:15][CH3:16])[CH:13]=2)O)[CH2:6][CH2:5][CH2:4][CH2:3][CH2:2]1.[NH2:20][C:21]1[CH:26]=[CH:25][C:24]([C:27]([NH:29][CH2:30][CH2:31][C:32]([O:34]CC)=[O:33])=[O:28])=[CH:23][CH:22]=1. No catalyst specified. The product is [CH:1]1([CH:7]([NH:20][C:21]2[CH:22]=[CH:23][C:24]([C:27]([NH:29][CH2:30][CH2:31][C:32]([OH:34])=[O:33])=[O:28])=[CH:25][CH:26]=2)[C:9]2[C:10]([CH3:19])=[N:11][N:12]([C:14]([CH3:18])([CH3:17])[CH2:15][CH3:16])[CH:13]=2)[CH2:6][CH2:5][CH2:4][CH2:3][CH2:2]1. The yield is 0.460. (2) The reactants are [NH:1]1[C:5]2[CH:6]=[CH:7][C:8]([C:10]([OH:12])=O)=[CH:9][C:4]=2[N:3]=[CH:2]1.[F:13][C:14]1[C:19]2[C@H:20]3[C@H:25]([CH2:26][CH2:27][C:18]=2[CH:17]=[CH:16][CH:15]=1)[NH:24][CH2:23][CH2:22][CH2:21]3. No catalyst specified. The product is [NH:1]1[C:5]2[CH:6]=[CH:7][C:8]([C:10]([N:24]3[C@@H:25]4[C@H:20]([C:19]5[C:14]([F:13])=[CH:15][CH:16]=[CH:17][C:18]=5[CH2:27][CH2:26]4)[CH2:21][CH2:22][CH2:23]3)=[O:12])=[CH:9][C:4]=2[N:3]=[CH:2]1. The yield is 0.410. (3) The reactants are [NH2:1][C:2]1[CH:14]=[CH:13][C:12]([C:15]2[CH:16]=[N:17][N:18]([CH2:20][CH2:21][CH2:22][OH:23])[CH:19]=2)=[CH:11][C:3]=1[C:4]([N:6]([CH2:9]C)[CH2:7]C)=[O:5].NC1C=CC(Br)=CC=1C(N(C)C)=O. No catalyst specified. The product is [NH2:1][C:2]1[CH:14]=[CH:13][C:12]([C:15]2[CH:16]=[N:17][N:18]([CH2:20][CH2:21][CH2:22][OH:23])[CH:19]=2)=[CH:11][C:3]=1[C:4]([N:6]([CH3:7])[CH3:9])=[O:5]. The yield is 0.390. (4) The reactants are C([O:8][C:9]1[C:14](=[O:15])[C:13]([CH2:16][C:17]([F:20])([F:19])[F:18])=[CH:12][N:11]([CH3:21])[C:10]=1[CH3:22])C1C=CC=CC=1.[H][H]. The catalyst is CO.[Pd]. The product is [OH:8][C:9]1[C:14](=[O:15])[C:13]([CH2:16][C:17]([F:20])([F:18])[F:19])=[CH:12][N:11]([CH3:21])[C:10]=1[CH3:22]. The yield is 0.690. (5) The reactants are Cl.[C:2]([C:6]1[N:10]([CH2:11][CH:12]2[CH2:17][CH2:16][O:15][CH2:14][CH2:13]2)[C:9]2[CH:18]=[CH:19][C:20]([NH:22][CH2:23][CH3:24])=[CH:21][C:8]=2[N:7]=1)([CH3:5])([CH3:4])[CH3:3].[N+:25]([C:28]1[CH:33]=[CH:32][C:31]([S:34](Cl)(=[O:36])=[O:35])=[CH:30][CH:29]=1)([O-:27])=[O:26]. The catalyst is CN(C1C=CN=CC=1)C.CC#N. The product is [C:2]([C:6]1[N:10]([CH2:11][CH:12]2[CH2:17][CH2:16][O:15][CH2:14][CH2:13]2)[C:9]2[CH:18]=[CH:19][C:20]([N:22]([CH2:23][CH3:24])[S:34]([C:31]3[CH:30]=[CH:29][C:28]([N+:25]([O-:27])=[O:26])=[CH:33][CH:32]=3)(=[O:35])=[O:36])=[CH:21][C:8]=2[N:7]=1)([CH3:5])([CH3:3])[CH3:4]. The yield is 0.800.